From a dataset of Catalyst prediction with 721,799 reactions and 888 catalyst types from USPTO. Predict which catalyst facilitates the given reaction. (1) Reactant: Br[C:2]1[CH:7]=[CH:6][C:5]([N:8]2[C:20]3[CH:19]=[CH:18][CH:17]=[CH:16][C:15]=3[C:14]3[C:9]2=[CH:10][CH:11]=[CH:12][CH:13]=3)=[CH:4][CH:3]=1.C([Li])CCC.[B:26](OC)([O:29]C)[O:27]C.Cl. Product: [CH:10]1[C:9]2[N:8]([C:5]3[CH:4]=[CH:3][C:2]([B:26]([OH:29])[OH:27])=[CH:7][CH:6]=3)[C:20]3[C:15](=[CH:16][CH:17]=[CH:18][CH:19]=3)[C:14]=2[CH:13]=[CH:12][CH:11]=1. The catalyst class is: 392. (2) Reactant: [N:1]12[CH2:8][CH2:7][CH:4]([CH2:5][CH2:6]1)[CH:3]([O:9][C:10](=[O:23])[NH:11][C:12]([C:15]1[CH:20]=[CH:19][C:18]([F:21])=[C:17](Br)[CH:16]=1)([CH3:14])[CH3:13])[CH2:2]2.[O:24]1[CH:28]=[CH:27][C:26](B(O)O)=[CH:25]1. Product: [F:21][C:18]1[CH:19]=[CH:20][C:15]([C:12]([NH:11][C:10](=[O:23])[O:9][CH:3]2[CH:4]3[CH2:7][CH2:8][N:1]([CH2:6][CH2:5]3)[CH2:2]2)([CH3:14])[CH3:13])=[CH:16][C:17]=1[C:26]1[CH:27]=[CH:28][O:24][CH:25]=1. The catalyst class is: 110. (3) Reactant: [OH:1][CH2:2][C:3]1([C:18]2[CH:19]=[N:20][CH:21]=[CH:22][C:23]=2O)[C:11]2[C:6](=[CH:7][CH:8]=[CH:9][CH:10]=2)[N:5]([CH2:12][CH2:13][CH2:14][CH2:15][CH3:16])[C:4]1=[O:17].C1(P(C2C=CC=CC=2)C2C=CC=CC=2)C=CC=CC=1.N(C(OCC)=O)=NC(OCC)=O. Product: [CH2:12]([N:5]1[C:6]2[C:11](=[CH:10][CH:9]=[CH:8][CH:7]=2)[C:3]2([C:18]3[CH:19]=[N:20][CH:21]=[CH:22][C:23]=3[O:1][CH2:2]2)[C:4]1=[O:17])[CH2:13][CH2:14][CH2:15][CH3:16]. The catalyst class is: 7. (4) Reactant: Cl.C(N=C=NCCCN(C)C)C.[C:13]([O:17][C:18]([N:20]1[CH2:28][CH2:27][CH:23]([C:24]([OH:26])=O)[CH2:22][CH2:21]1)=[O:19])([CH3:16])([CH3:15])[CH3:14].O.ON1C2C=CC=CC=2N=N1.[CH3:40][O:41][C:42]1[CH:43]=[C:44]2[C:49](=[C:50]3[CH2:54][C:53]([CH3:56])([CH3:55])[O:52][C:51]=13)[C:48]([C:57]1[CH:58]=[C:59]([NH2:63])[CH:60]=[CH:61][CH:62]=1)=[N:47][C:46]([CH3:65])([CH3:64])[CH2:45]2.C(=O)([O-])O.[Na+]. Product: [CH3:16][C:13]([O:17][C:18]([N:20]1[CH2:21][CH2:22][CH:23]([C:24]([NH:63][C:59]2[CH:60]=[CH:61][CH:62]=[C:57]([C:48]3[C:49]4[C:44](=[CH:43][C:42]([O:41][CH3:40])=[C:51]5[O:52][C:53]([CH3:55])([CH3:56])[CH2:54][C:50]5=4)[CH2:45][C:46]([CH3:65])([CH3:64])[N:47]=3)[CH:58]=2)=[O:26])[CH2:27][CH2:28]1)=[O:19])([CH3:14])[CH3:15]. The catalyst class is: 35.